Dataset: Forward reaction prediction with 1.9M reactions from USPTO patents (1976-2016). Task: Predict the product of the given reaction. (1) Given the reactants [F:1][C:2]1[CH:9]=[CH:8][C:7]([F:10])=[CH:6][C:3]=1[CH:4]=O.Cl.[NH2:12][OH:13].[OH-].[Na+].C(O)(=O)C, predict the reaction product. The product is: [F:1][C:2]1[CH:9]=[CH:8][C:7]([F:10])=[CH:6][C:3]=1[CH:4]=[N:12][OH:13]. (2) Given the reactants C(=O)([O-])[O-].[K+].[K+].[C:7]([C:9]1[CH:14]=[CH:13][C:12]([N+:15]([O-:17])=[O:16])=[CH:11][CH:10]=1)#[N:8].Cl.[SH:19][CH2:20][CH2:21]N, predict the reaction product. The product is: [N+:15]([C:12]1[CH:11]=[CH:10][C:9]([C:7]2[S:19][CH2:20][CH2:21][N:8]=2)=[CH:14][CH:13]=1)([O-:17])=[O:16]. (3) Given the reactants Br[C:2]1[CH:14]=[C:13]2[C:5]([C:6]3[CH:7]=[CH:8][N:9]=[CH:10][C:11]=3[NH:12]2)=[CH:4][CH:3]=1.[C:15]([Cu])#[N:16], predict the reaction product. The product is: [C:15]([C:2]1[CH:14]=[C:13]2[C:5]([C:6]3[CH:7]=[CH:8][N:9]=[CH:10][C:11]=3[NH:12]2)=[CH:4][CH:3]=1)#[N:16]. (4) Given the reactants CON(C)[C:4]([C:6]1[N:7]=[CH:8][N:9]([C:11]2[CH:16]=[CH:15][CH:14]=[C:13]([C:17]3[C:18]([Cl:23])=[N:19][CH:20]=[CH:21][CH:22]=3)[CH:12]=2)[CH:10]=1)=[O:5].Br[C:26]1[CH:31]=[CH:30][C:29]([F:32])=[CH:28][CH:27]=1, predict the reaction product. The product is: [F:32][C:29]1[CH:30]=[CH:31][C:26]([C:4]([C:6]2[N:7]=[CH:8][N:9]([C:11]3[CH:16]=[CH:15][CH:14]=[C:13]([C:17]4[C:18]([Cl:23])=[N:19][CH:20]=[CH:21][CH:22]=4)[CH:12]=3)[CH:10]=2)=[O:5])=[CH:27][CH:28]=1. (5) Given the reactants [F:1][C:2]([F:26])([F:25])[CH2:3][NH:4][C:5]([C:7]1([CH2:20][CH2:21][CH2:22][CH2:23]Br)[C:19]2[CH:18]=[CH:17][CH:16]=[CH:15][C:14]=2[C:13]2[C:8]1=[CH:9][CH:10]=[CH:11][CH:12]=2)=[O:6].[CH3:27][C@H:28]1[NH:33][C@@H:32]([CH3:34])[CH2:31][N:30]([C:35]2[CH:44]=[CH:43][C:42]3[C:37](=[CH:38][CH:39]=[CH:40][CH:41]=3)[N:36]=2)[CH2:29]1, predict the reaction product. The product is: [F:1][C:2]([F:26])([F:25])[CH2:3][NH:4][C:5]([C:7]1([CH2:20][CH2:21][CH2:22][CH2:23][N:33]2[C@H:32]([CH3:34])[CH2:31][N:30]([C:35]3[CH:44]=[CH:43][C:42]4[C:37](=[CH:38][CH:39]=[CH:40][CH:41]=4)[N:36]=3)[CH2:29][C@@H:28]2[CH3:27])[C:19]2[CH:18]=[CH:17][CH:16]=[CH:15][C:14]=2[C:13]2[C:8]1=[CH:9][CH:10]=[CH:11][CH:12]=2)=[O:6]. (6) Given the reactants Br[C:2]1[CH:3]=[C:4]2[C:8](=[C:9]([N+:11]([O-:13])=[O:12])[CH:10]=1)[NH:7][CH:6]=[CH:5]2.[C:14]([NH:18][S:19]([C:22]1[C:23]([C:28]2[CH:33]=[CH:32][C:31](B3OC(C)(C)C(C)(C)O3)=[C:30]([F:43])[CH:29]=2)=[CH:24][CH:25]=[CH:26][CH:27]=1)(=[O:21])=[O:20])([CH3:17])([CH3:16])[CH3:15], predict the reaction product. The product is: [C:14]([NH:18][S:19]([C:22]1[C:23]([C:28]2[CH:33]=[CH:32][C:31]([C:2]3[CH:3]=[C:4]4[C:8](=[C:9]([N+:11]([O-:13])=[O:12])[CH:10]=3)[NH:7][CH:6]=[CH:5]4)=[C:30]([F:43])[CH:29]=2)=[CH:24][CH:25]=[CH:26][CH:27]=1)(=[O:21])=[O:20])([CH3:17])([CH3:15])[CH3:16]. (7) The product is: [F:18][C:19]([F:32])([F:31])[S:20]([O:1][C:2]1[CH:11]=[C:10]2[C:5]([CH:6]=[CH:7][CH:8]=[N:9]2)=[CH:4][CH:3]=1)(=[O:22])=[O:21]. Given the reactants [OH:1][C:2]1[CH:11]=[C:10]2[C:5]([CH:6]=[CH:7][CH:8]=[N:9]2)=[CH:4][CH:3]=1.N1C=CC=CC=1.[F:18][C:19]([F:32])([F:31])[S:20](O[S:20]([C:19]([F:32])([F:31])[F:18])(=[O:22])=[O:21])(=[O:22])=[O:21].[Cl-].[NH4+], predict the reaction product. (8) Given the reactants [CH2:1]([C:4]1[CH:5]=[N:6][CH:7]=[CH:8][C:9]=1Br)[CH:2]=[CH2:3].[C:11]([C:13]1[CH:18]=[CH:17][C:16]([C:19](=[O:21])[CH3:20])=[CH:15][CH:14]=1)#[CH:12].C(N(CC)CC)C.CN(C)C=O, predict the reaction product. The product is: [CH2:1]([C:4]1[CH:5]=[N:6][CH:7]=[CH:8][C:9]=1[C:12]#[C:11][C:13]1[CH:18]=[CH:17][C:16]([C:19](=[O:21])[CH3:20])=[CH:15][CH:14]=1)[CH:2]=[CH2:3]. (9) Given the reactants [NH2:1][C:2]1[C:10]([C:11]#[N:12])=[C:9]2[C:5]([CH2:6][CH2:7][CH:8]2[OH:13])=[CH:4][CH:3]=1.[Cl:14]N1C(=O)CCC1=O.[BH4-].[Na+], predict the reaction product. The product is: [NH2:1][C:2]1[C:10]([C:11]#[N:12])=[C:9]2[C:5]([CH2:6][CH2:7][CH:8]2[OH:13])=[CH:4][C:3]=1[Cl:14].